This data is from Catalyst prediction with 721,799 reactions and 888 catalyst types from USPTO. The task is: Predict which catalyst facilitates the given reaction. (1) Reactant: [C:1]([O:5][C:6]([NH:8][CH2:9][CH2:10][CH2:11][C@H:12]([NH:15]C(=O)OCC1C=CC=CC=1)[CH2:13][OH:14])=[O:7])([CH3:4])([CH3:3])[CH3:2]. Product: [NH2:15][C@H:12]([CH2:13][OH:14])[CH2:11][CH2:10][CH2:9][NH:8][C:6](=[O:7])[O:5][C:1]([CH3:4])([CH3:2])[CH3:3]. The catalyst class is: 29. (2) Reactant: [Cl:1][C:2]1[CH:7]=[CH:6][C:5]([N:8]2[C:12](I)=[CH:11][C:10]([NH2:14])=[N:9]2)=[CH:4][CH:3]=1.[F:15][C:16]1[CH:17]=[C:18](B2OC(C)(C)C(C)(C)O2)[CH:19]=[C:20]([CH2:22][O:23][C@H:24]([CH3:29])[C:25]([F:28])([F:27])[F:26])[CH:21]=1.C(=O)([O-])[O-].[Na+].[Na+].C1(P(C2CCCCC2)C2CCCCC2)CCCCC1. Product: [Cl:1][C:2]1[CH:7]=[CH:6][C:5]([N:8]2[C:12]([C:18]3[CH:19]=[C:20]([CH2:22][O:23][C@H:24]([CH3:29])[C:25]([F:28])([F:27])[F:26])[CH:21]=[C:16]([F:15])[CH:17]=3)=[CH:11][C:10]([NH2:14])=[N:9]2)=[CH:4][CH:3]=1. The catalyst class is: 848. (3) The catalyst class is: 11. Reactant: [O:1]1[CH2:5][CH2:4][O:3][CH:2]1[C:6]1[CH:7]=[C:8]2[C:12](=[CH:13][CH:14]=1)[N:11]([CH2:15][O:16][CH2:17][CH2:18][Si:19]([CH3:22])([CH3:21])[CH3:20])[N:10]=[C:9]2I.[N:24]1([CH2:30][CH2:31][OH:32])[CH2:29][CH2:28][CH2:27][CH2:26][CH2:25]1. Product: [O:1]1[CH2:5][CH2:4][O:3][CH:2]1[C:6]1[CH:7]=[C:8]2[C:12](=[CH:13][CH:14]=1)[N:11]([CH2:15][O:16][CH2:17][CH2:18][Si:19]([CH3:22])([CH3:21])[CH3:20])[N:10]=[C:9]2[O:32][CH2:31][CH2:30][N:24]1[CH2:29][CH2:28][CH2:27][CH2:26][CH2:25]1. (4) Reactant: [Cl:1][C:2]1[CH:3]=[C:4]([CH:21]=[CH:22][C:23]=1[Cl:24])[O:5][C:6]1[C:11](=[O:12])[NH:10][C:9]([C:13](=[N:15][OH:16])[NH2:14])=[N:8][C:7]=1[C:17]([F:20])([F:19])[F:18].[CH3:25][CH:26]([CH3:30])[C:27](Cl)=O.C(N(CC)C(C)C)(C)C. Product: [Cl:1][C:2]1[CH:3]=[C:4]([CH:21]=[CH:22][C:23]=1[Cl:24])[O:5][C:6]1[C:11](=[O:12])[NH:10][C:9]([C:13]2[N:14]=[C:25]([CH:26]([CH3:30])[CH3:27])[O:16][N:15]=2)=[N:8][C:7]=1[C:17]([F:20])([F:18])[F:19]. The catalyst class is: 12. (5) Reactant: [Cl:1][C:2]1[CH:3]=[C:4]([NH:9][C:10]2[C:19]3[C:14](=[CH:15][C:16]([O:21][CH2:22][CH3:23])=[C:17]([NH2:20])[CH:18]=3)[N:13]=[CH:12][N:11]=2)[CH:5]=[CH:6][C:7]=1[F:8].CN(C(ON1N=NC2C=CC=NC1=2)=[N+](C)C)C.F[P-](F)(F)(F)(F)F.[CH2:48]([O:50][P:51]([CH:56]([F:60])[C:57](O)=[O:58])([O:53][CH2:54][CH3:55])=[O:52])[CH3:49].C(N(C(C)C)CC)(C)C. Product: [CH2:48]([O:50][P:51]([CH:56]([F:60])[C:57]([NH:20][C:17]1[CH:18]=[C:19]2[C:14](=[CH:15][C:16]=1[O:21][CH2:22][CH3:23])[N:13]=[CH:12][N:11]=[C:10]2[NH:9][C:4]1[CH:5]=[CH:6][C:7]([F:8])=[C:2]([Cl:1])[CH:3]=1)=[O:58])(=[O:52])[O:53][CH2:54][CH3:55])[CH3:49]. The catalyst class is: 18. (6) Reactant: [F:1][C:2]1[CH:3]=[C:4]2[C:9](=[CH:10][CH:11]=1)[N:8]=[C:7]([C:12]1[CH:17]=[CH:16][CH:15]=[CH:14][C:13]=1[OH:18])[N:6]([CH2:19][CH2:20][C:21]1[CH:26]=[CH:25][CH:24]=[C:23]([F:27])[CH:22]=1)[C:5]2=[O:28].C(Cl)(Cl)(Cl)Cl.[P:34]([O-:51])([O:43][CH2:44][C:45]1[CH:50]=[CH:49][CH:48]=[CH:47][CH:46]=1)[O:35][CH2:36][C:37]1[CH:42]=[CH:41][CH:40]=[CH:39][CH:38]=1.OP([O-])(O)=O.[K+]. Product: [F:1][C:2]1[CH:3]=[C:4]2[C:9](=[CH:10][CH:11]=1)[N:8]=[C:7]([C:12]1[CH:17]=[CH:16][CH:15]=[CH:14][C:13]=1[O:18][P:34](=[O:51])([O:43][CH2:44][C:45]1[CH:50]=[CH:49][CH:48]=[CH:47][CH:46]=1)[O:35][CH2:36][C:37]1[CH:42]=[CH:41][CH:40]=[CH:39][CH:38]=1)[N:6]([CH2:19][CH2:20][C:21]1[CH:26]=[CH:25][CH:24]=[C:23]([F:27])[CH:22]=1)[C:5]2=[O:28]. The catalyst class is: 10.